Dataset: Reaction yield outcomes from USPTO patents with 853,638 reactions. Task: Predict the reaction yield, written as a fraction of the theoretical maximum amount of product (1.0 means a 100% yield; for example, 0.34 means a 34% yield). (1) The reactants are Cl.[F:2][C:3]1[CH:16]=[CH:15][C:6]([C:7]([CH:9]2[CH2:14][CH2:13][NH:12][CH2:11][CH2:10]2)=[O:8])=[CH:5][CH:4]=1.Cl[C:18]([O:20][C:21]1[CH:26]=[CH:25][CH:24]=[CH:23][CH:22]=1)=[O:19].C(O)C(N)(CO)CO. The catalyst is C(Cl)Cl. The product is [O:20]([C:18]([N:12]1[CH2:13][CH2:14][CH:9]([C:7](=[O:8])[C:6]2[CH:5]=[CH:4][C:3]([F:2])=[CH:16][CH:15]=2)[CH2:10][CH2:11]1)=[O:19])[C:21]1[CH:26]=[CH:25][CH:24]=[CH:23][CH:22]=1. The yield is 0.360. (2) The reactants are Cl.[NH2:2][C@H:3]1[CH2:6][C@H:5]([N:7]2[C:11]3=[N:12][CH:13]=[C:14]([F:16])[CH:15]=[C:10]3[N:9]([CH3:17])[C:8]2=[O:18])[CH2:4]1.Cl[C:20]1[S:21][C:22]2[CH:28]=[C:27]([F:29])[CH:26]=[CH:25][C:23]=2[N:24]=1.C(N(CC)C(C)C)(C)C. The yield is 0.436. The product is [F:16][C:14]1[CH:15]=[C:10]2[N:9]([CH3:17])[C:8](=[O:18])[N:7]([C@H:5]3[CH2:6][C@H:3]([NH:2][C:20]4[S:21][C:22]5[CH:28]=[C:27]([F:29])[CH:26]=[CH:25][C:23]=5[N:24]=4)[CH2:4]3)[C:11]2=[N:12][CH:13]=1. The catalyst is CS(C)=O.O. (3) The reactants are [Br:1][C:2]1[CH:11]=[C:10]2[C:5]([N:6]=[CH:7][C:8](Cl)=[N:9]2)=[CH:4][CH:3]=1.[CH3:13][N:14]1[CH:18]=[C:17](B2OC(C)(C)C(C)(C)O2)[CH:16]=[N:15]1.C(=O)([O-])[O-].[Na+].[Na+].O. The catalyst is COCCOC.C1C=CC([P]([Pd]([P](C2C=CC=CC=2)(C2C=CC=CC=2)C2C=CC=CC=2)([P](C2C=CC=CC=2)(C2C=CC=CC=2)C2C=CC=CC=2)[P](C2C=CC=CC=2)(C2C=CC=CC=2)C2C=CC=CC=2)(C2C=CC=CC=2)C2C=CC=CC=2)=CC=1. The product is [Br:1][C:2]1[CH:11]=[C:10]2[C:5]([N:6]=[CH:7][C:8]([C:17]3[CH:16]=[N:15][N:14]([CH3:13])[CH:18]=3)=[N:9]2)=[CH:4][CH:3]=1. The yield is 0.820. (4) The product is [Br:1][C:2]1[CH:9]=[C:8]([B:10]([OH:14])[OH:11])[CH:7]=[C:4]([C:5]#[N:6])[CH:3]=1. No catalyst specified. The yield is 0.680. The reactants are [Br:1][C:2]1[CH:3]=[C:4]([CH:7]=[C:8]([B:10]2[O:14]C(C)(C)C(C)(C)[O:11]2)[CH:9]=1)[C:5]#[N:6].Cl.